Task: Predict the reaction yield, written as a fraction of the theoretical maximum amount of product (1.0 means a 100% yield; for example, 0.34 means a 34% yield).. Dataset: Reaction yield outcomes from USPTO patents with 853,638 reactions (1) The reactants are [Se-2:1].[Na+].[Na+].CSC([S:12][CH3:13])=C(C#N)C#N.CCC([N:18]1C(=O)[NH:23][C:22]([CH3:26])=[C:21](Br)[C:19]1=O)C.ClCC(O[CH2:33][CH3:34])=O.[CH3:35][O-].[Na+].CN([CH:41]=[O:42])C. The catalyst is CO.O. The product is [NH2:23][C:22]1[C:21]([C:19]#[N:18])=[C:33]([CH3:34])[Se:1][C:26]=1[C:13]([O:42][CH2:41][CH3:35])=[S:12]. The yield is 0.210. (2) The reactants are O[C:2]1[CH:7]=[CH:6][N:5]2[C:8]([C:11]3[CH:16]=[CH:15][CH:14]=[CH:13][CH:12]=3)=[CH:9][N:10]=[C:4]2[C:3]=1[C:17]#[N:18].O(Cl)[Cl:20].[P+5].C([O-])(O)=O.[Na+].P(Cl)(Cl)(Cl)=O. The catalyst is CCOCC.CCOC(C)=O. The product is [Cl:20][C:2]1[CH:7]=[CH:6][N:5]2[C:8]([C:11]3[CH:16]=[CH:15][CH:14]=[CH:13][CH:12]=3)=[CH:9][N:10]=[C:4]2[C:3]=1[C:17]#[N:18]. The yield is 0.330. (3) The reactants are [Cl:1][C:2]1[N:3]=[C:4]([C:9]([NH:11][CH:12]2[CH2:15][N:14]([C:16]3[S:17][C:18]4[C:24]([C:25]([O:27]CC)=[O:26])=[CH:23][CH:22]=[CH:21][C:19]=4[N:20]=3)[CH2:13]2)=[O:10])[NH:5][C:6]=1[CH2:7][CH3:8].[OH-].[Li+].O. The catalyst is CO. The product is [Cl:1][C:2]1[N:3]=[C:4]([C:9]([NH:11][CH:12]2[CH2:15][N:14]([C:16]3[S:17][C:18]4[C:24]([C:25]([OH:27])=[O:26])=[CH:23][CH:22]=[CH:21][C:19]=4[N:20]=3)[CH2:13]2)=[O:10])[NH:5][C:6]=1[CH2:7][CH3:8]. The yield is 0.580. (4) The reactants are [C:1]([O:5][C:6]([NH:8][CH2:9][CH2:10][CH2:11][NH:12][C:13](=[O:33])[NH:14][C:15]1[CH:16]=[C:17]([C:21]([OH:32])([C:26]2[CH:31]=[CH:30][CH:29]=[CH:28][CH:27]=2)[C:22]([O:24]C)=[O:23])[CH:18]=[CH:19][CH:20]=1)=[O:7])([CH3:4])([CH3:3])[CH3:2].[Li+].[OH-]. The catalyst is O1CCCC1.O. The product is [C:1]([O:5][C:6]([NH:8][CH2:9][CH2:10][CH2:11][NH:12][C:13](=[O:33])[NH:14][C:15]1[CH:16]=[C:17]([C:21]([OH:32])([C:26]2[CH:27]=[CH:28][CH:29]=[CH:30][CH:31]=2)[C:22]([OH:24])=[O:23])[CH:18]=[CH:19][CH:20]=1)=[O:7])([CH3:4])([CH3:2])[CH3:3]. The yield is 0.900. (5) No catalyst specified. The yield is 0.790. The product is [ClH:14].[NH2:9][C:6]1[CH:7]=[CH:8][C:3]([CH2:1][CH3:2])=[C:4]([OH:13])[CH:5]=1. The reactants are [CH2:1]([C:3]1[CH:8]=[CH:7][C:6]([NH:9]C(=O)C)=[CH:5][C:4]=1[OH:13])[CH3:2].[ClH:14]. (6) The reactants are [CH2:1]([O:3][C:4]1[N:9]=[C:8]([CH2:10][N:11]2[C:19]3[C:14](=[C:15]([N+:20]([O-])=O)[CH:16]=[CH:17][CH:18]=3)[C:13]([CH3:23])=[N:12]2)[CH:7]=[CH:6][CH:5]=1)[CH3:2].[Cl-].[NH4+]. The catalyst is [Fe].CCO.O. The product is [CH2:1]([O:3][C:4]1[N:9]=[C:8]([CH2:10][N:11]2[C:19]3[CH:18]=[CH:17][CH:16]=[C:15]([NH2:20])[C:14]=3[C:13]([CH3:23])=[N:12]2)[CH:7]=[CH:6][CH:5]=1)[CH3:2]. The yield is 0.710.